Task: Predict the reactants needed to synthesize the given product.. Dataset: Full USPTO retrosynthesis dataset with 1.9M reactions from patents (1976-2016) (1) Given the product [Br:21][C:6]1[C:7]([C:8]([O:10][CH2:11][CH3:12])=[O:9])=[C:2]([CH3:1])[N:3]=[CH:4][CH:5]=1, predict the reactants needed to synthesize it. The reactants are: [CH3:1][C:2]1[NH:3][CH:4]=[CH:5][C:6](=O)[C:7]=1[C:8]([O:10][CH2:11][CH3:12])=[O:9].C([O-])(O)=O.[Na+].P(Br)(Br)([Br:21])=O. (2) Given the product [NH2:20][C:21]1[CH:22]=[CH:23][C:24]([C:2]2[S:10][C:9]3[C:8](=[O:11])[N:7]=[CH:6][N:5]([CH2:12][C:13]4[CH:18]=[CH:17][C:16]([Cl:19])=[CH:15][CH:14]=4)[C:4]=3[CH:3]=2)=[N:25][CH:26]=1, predict the reactants needed to synthesize it. The reactants are: Br[C:2]1[S:10][C:9]2[C:8](=[O:11])[N:7]=[CH:6][N:5]([CH2:12][C:13]3[CH:18]=[CH:17][C:16]([Cl:19])=[CH:15][CH:14]=3)[C:4]=2[CH:3]=1.[NH2:20][C:21]1[CH:22]=[CH:23][C:24](B2OC(C)(C)C(C)(C)O2)=[N:25][CH:26]=1.C([O-])([O-])=O.[Na+].[Na+].